Dataset: Forward reaction prediction with 1.9M reactions from USPTO patents (1976-2016). Task: Predict the product of the given reaction. (1) Given the reactants [CH3:1][N:2]([CH3:7])[CH2:3][C:4]([OH:6])=O.[Cl:8][C:9]1[CH:10]=[C:11]([NH:23][C:24]2[C:33]3[C:28](=[CH:29][CH:30]=[CH:31][C:32]=3[O:34][CH2:35][C@H:36]3[CH2:41][CH2:40][CH2:39][CH2:38][N:37]3C(=O)CO)[N:27]=[CH:26][N:25]=2)[CH:12]=[CH:13][C:14]=1[O:15][CH2:16][C:17]1[CH:22]=[CH:21][CH:20]=[CH:19][N:18]=1, predict the reaction product. The product is: [Cl:8][C:9]1[CH:10]=[C:11]([NH:23][C:24]2[C:33]3[C:28](=[CH:29][CH:30]=[CH:31][C:32]=3[O:34][CH2:35][C@H:36]3[CH2:41][CH2:40][CH2:39][CH2:38][N:37]3[C:4](=[O:6])[CH2:3][N:2]([CH3:7])[CH3:1])[N:27]=[CH:26][N:25]=2)[CH:12]=[CH:13][C:14]=1[O:15][CH2:16][C:17]1[CH:22]=[CH:21][CH:20]=[CH:19][N:18]=1. (2) Given the reactants [CH2:1]([C:4]1[CH:9]=[CH:8][CH:7]=[CH:6][CH:5]=1)[CH:2]=[CH2:3].Br[C:11]1[CH:19]=[CH:18][C:14]([C:15]([OH:17])=[O:16])=[CH:13][CH:12]=1.CCN(CC)CC.C1(P(C2C=CC=CC=2)C2C=CC=CC=2)C=CC=CC=1, predict the reaction product. The product is: [C:4]1([CH2:1][CH:2]=[CH:3][C:11]2[CH:19]=[CH:18][C:14]([C:15]([OH:17])=[O:16])=[CH:13][CH:12]=2)[CH:9]=[CH:8][CH:7]=[CH:6][CH:5]=1.[C:4]1([CH:1]=[CH:2][CH2:3][C:11]2[CH:19]=[CH:18][C:14]([C:15]([OH:17])=[O:16])=[CH:13][CH:12]=2)[CH:9]=[CH:8][CH:7]=[CH:6][CH:5]=1. (3) Given the reactants [Cl:1][C:2]1[C:3]([N:13]2[CH2:18][CH2:17][NH:16][CH2:15][CH2:14]2)=[N:4][CH:5]=[C:6]([CH:12]=1)[C:7]([O:9][CH2:10][CH3:11])=[O:8].[Cl:19][C:20]1[CH:25]=[CH:24][C:23]([N:26]=[C:27]=[O:28])=[CH:22][CH:21]=1, predict the reaction product. The product is: [Cl:1][C:2]1[C:3]([N:13]2[CH2:18][CH2:17][N:16]([C:27]([NH:26][C:23]3[CH:24]=[CH:25][C:20]([Cl:19])=[CH:21][CH:22]=3)=[O:28])[CH2:15][CH2:14]2)=[N:4][CH:5]=[C:6]([CH:12]=1)[C:7]([O:9][CH2:10][CH3:11])=[O:8]. (4) Given the reactants [CH:1]1([C:7]([OH:9])=O)[CH2:6][CH2:5][CH2:4][CH2:3][CH2:2]1.C1N=C[N:12](C(N2C=NC=C2)=O)C=1.[OH-].[NH4+], predict the reaction product. The product is: [CH:1]1([C:7]([NH2:12])=[O:9])[CH2:6][CH2:5][CH2:4][CH2:3][CH2:2]1. (5) Given the reactants [C:1](/[CH:3]=[CH:4]/[S:5]([C:8]1[CH:13]=[CH:12][C:11]([C:14]([CH3:19])([CH3:18])[C:15]([OH:17])=O)=[CH:10][CH:9]=1)(=[O:7])=[O:6])#[N:2].[F:20][C:21]1[CH:29]=[CH:28][C:24]([CH2:25][NH:26][CH3:27])=[CH:23][CH:22]=1.Cl.CN(C)CCCN=C=NCC.ON1C2C=CC=CC=2N=N1, predict the reaction product. The product is: [C:1](/[CH:3]=[CH:4]/[S:5]([C:8]1[CH:9]=[CH:10][C:11]([C:14]([CH3:19])([CH3:18])[C:15]([N:26]([CH2:25][C:24]2[CH:28]=[CH:29][C:21]([F:20])=[CH:22][CH:23]=2)[CH3:27])=[O:17])=[CH:12][CH:13]=1)(=[O:6])=[O:7])#[N:2]. (6) Given the reactants C(OCC)(=O)C.C[Si](C)(C)[N-][Si](C)(C)C.[Li+].O1CCC(=O)CC1.C([O:26][C:27](=[O:36])[CH2:28][C:29]1([OH:35])[CH2:34][CH2:33][O:32][CH2:31][CH2:30]1)C.[OH-].[Li+], predict the reaction product. The product is: [OH:35][C:29]1([CH2:28][C:27]([OH:36])=[O:26])[CH2:30][CH2:31][O:32][CH2:33][CH2:34]1. (7) Given the reactants [NH2:1][S:2]([C:5]1[CH:10]=[CH:9][C:8]([CH2:11][CH2:12][NH:13][CH2:14][C:15]2[CH:16]=[C:17]([C:21]3[CH:26]=[CH:25][CH:24]=[C:23]([C:27]([NH:29][CH2:30][CH2:31][N:32]4[CH2:36][CH2:35][CH2:34][CH2:33]4)=[O:28])[CH:22]=3)[CH:18]=[CH:19][CH:20]=2)=[CH:7][CH:6]=1)(=[O:4])=[O:3].[CH2:37]([O:44][CH2:45][C:46](Cl)=[O:47])[C:38]1[CH:43]=[CH:42][CH:41]=[CH:40][CH:39]=1, predict the reaction product. The product is: [NH2:1][S:2]([C:5]1[CH:6]=[CH:7][C:8]([CH2:11][CH2:12][N:13]([CH2:14][C:15]2[CH:16]=[C:17]([C:21]3[CH:26]=[CH:25][CH:24]=[C:23]([C:27]([NH:29][CH2:30][CH2:31][N:32]4[CH2:36][CH2:35][CH2:34][CH2:33]4)=[O:28])[CH:22]=3)[CH:18]=[CH:19][CH:20]=2)[C:46](=[O:47])[CH2:45][O:44][CH2:37][C:38]2[CH:43]=[CH:42][CH:41]=[CH:40][CH:39]=2)=[CH:9][CH:10]=1)(=[O:4])=[O:3]. (8) Given the reactants [OH:1][CH2:2][CH2:3][CH2:4][NH:5][C:6](=[O:11])[C:7]([F:10])([F:9])[F:8].CC(OI1(OC(C)=O)(OC(C)=O)OC(=O)C2C=CC=CC1=2)=O.C([O-])(O)=O.[Na+].CCOCC, predict the reaction product. The product is: [O:1]=[CH:2][CH2:3][CH2:4][NH:5][C:6](=[O:11])[C:7]([F:9])([F:10])[F:8]. (9) Given the reactants [CH2:1]([N:4]([C:16]1[CH:17]=[C:18]2[C:23](=[CH:24][CH:25]=1)[N:22]=[C:21]([NH:26][C@H:27]1[C:35]3[C:30](=[CH:31][CH:32]=[CH:33][CH:34]=3)[CH2:29][CH2:28]1)[CH:20]=[CH:19]2)[C:5]([NH:7][C:8]1[CH:13]=[CH:12][C:11]([O:14][CH3:15])=[CH:10][CH:9]=1)=[O:6])[CH:2]=[CH2:3], predict the reaction product. The product is: [C@H:27]1([NH:26][C:21]2[CH:20]=[CH:19][C:18]3[C:23](=[CH:24][CH:25]=[C:16]([N:4]([CH2:1][CH2:2][CH3:3])[C:5]([NH:7][C:8]4[CH:9]=[CH:10][C:11]([O:14][CH3:15])=[CH:12][CH:13]=4)=[O:6])[CH:17]=3)[N:22]=2)[C:35]2[C:30](=[CH:31][CH:32]=[CH:33][CH:34]=2)[CH2:29][CH2:28]1.